This data is from NCI-60 drug combinations with 297,098 pairs across 59 cell lines. The task is: Regression. Given two drug SMILES strings and cell line genomic features, predict the synergy score measuring deviation from expected non-interaction effect. Drug 1: CC1CCCC2(C(O2)CC(NC(=O)CC(C(C(=O)C(C1O)C)(C)C)O)C(=CC3=CSC(=N3)C)C)C. Drug 2: CC1C(C(CC(O1)OC2CC(CC3=C2C(=C4C(=C3O)C(=O)C5=C(C4=O)C(=CC=C5)OC)O)(C(=O)CO)O)N)O.Cl. Cell line: A549. Synergy scores: CSS=38.1, Synergy_ZIP=0.767, Synergy_Bliss=-0.709, Synergy_Loewe=1.54, Synergy_HSA=0.762.